Dataset: Full USPTO retrosynthesis dataset with 1.9M reactions from patents (1976-2016). Task: Predict the reactants needed to synthesize the given product. (1) Given the product [CH3:1][S:2][C:5]1[C:14]([N+:15]([O-:17])=[O:16])=[CH:13][C:8]([C:9]([O:11][CH3:12])=[O:10])=[CH:7][N:6]=1, predict the reactants needed to synthesize it. The reactants are: [CH3:1][S-:2].[Na+].Cl[C:5]1[C:14]([N+:15]([O-:17])=[O:16])=[CH:13][C:8]([C:9]([O:11][CH3:12])=[O:10])=[CH:7][N:6]=1. (2) Given the product [Cl:1][C:2]1[CH:3]=[C:4]([CH:26]=[CH:27][C:28]=1[F:29])[CH2:5][C:6]1[S:7][C:8]2[C:14]([C:15]3[CH:16]=[C:17]([CH:23]=[CH:24][CH:25]=3)[C:18]([OH:20])=[O:19])=[CH:13][CH:12]=[CH:11][C:9]=2[CH:10]=1.[Cl:30][C:31]1[CH:32]=[C:33]([CH:53]=[CH:54][C:55]=1[F:56])[CH2:34][C:35]1[S:36][C:37]2[C:43]([C:44]3[CH:45]=[C:46]([CH:50]=[CH:51][CH:52]=3)[C:47]([NH:61][CH2:60][CH2:59][O:58][CH3:57])=[O:48])=[CH:42][CH:41]=[CH:40][C:38]=2[CH:39]=1, predict the reactants needed to synthesize it. The reactants are: [Cl:1][C:2]1[CH:3]=[C:4]([CH:26]=[CH:27][C:28]=1[F:29])[CH2:5][C:6]1[S:7][C:8]2[C:14]([C:15]3[CH:16]=[C:17]([CH:23]=[CH:24][CH:25]=3)[C:18]([O:20]CC)=[O:19])=[CH:13][CH:12]=[CH:11][C:9]=2[CH:10]=1.[Cl:30][C:31]1[CH:32]=[C:33]([CH:53]=[CH:54][C:55]=1[F:56])[CH2:34][C:35]1[S:36][C:37]2[C:43]([C:44]3[CH:45]=[C:46]([CH:50]=[CH:51][CH:52]=3)[C:47](O)=[O:48])=[CH:42][CH:41]=[CH:40][C:38]=2[CH:39]=1.[CH3:57][O:58][CH2:59][CH2:60][NH2:61]. (3) Given the product [NH2:14][C:12]1[CH:11]=[CH:10][C:9]2[N:4]([CH:1]3[CH2:2][CH2:3]3)[CH:5]=[N:6][S:7](=[O:18])(=[O:17])[C:8]=2[CH:13]=1, predict the reactants needed to synthesize it. The reactants are: [CH:1]1([N:4]2[C:9]3[CH:10]=[CH:11][C:12]([N+:14]([O-])=O)=[CH:13][C:8]=3[S:7](=[O:18])(=[O:17])[N:6]=[CH:5]2)[CH2:3][CH2:2]1. (4) The reactants are: [CH3:1][C:2]1[CH:27]=[C:26]([NH:28][CH3:29])[CH:25]=[CH:24][C:3]=1[O:4][C:5]1[N:10]=[CH:9][C:8]([NH:11][C:12](=[O:23])[C:13]2[CH:18]=[CH:17][C:16]([C:19]([F:22])([F:21])[F:20])=[CH:15][CH:14]=2)=[CH:7][CH:6]=1.[ClH:30]. Given the product [ClH:30].[CH3:1][C:2]1[CH:27]=[C:26]([NH:28][CH3:29])[CH:25]=[CH:24][C:3]=1[O:4][C:5]1[N:10]=[CH:9][C:8]([NH:11][C:12](=[O:23])[C:13]2[CH:14]=[CH:15][C:16]([C:19]([F:22])([F:20])[F:21])=[CH:17][CH:18]=2)=[CH:7][CH:6]=1, predict the reactants needed to synthesize it. (5) Given the product [Br:1][C:2]1[N:7]=[CH:6][C:5]([CH2:8][N:10]2[CH2:15][CH2:14][O:13][CH2:12][CH2:11]2)=[CH:4][CH:3]=1, predict the reactants needed to synthesize it. The reactants are: [Br:1][C:2]1[N:7]=[CH:6][C:5]([CH:8]=O)=[CH:4][CH:3]=1.[NH:10]1[CH2:15][CH2:14][O:13][CH2:12][CH2:11]1.[BH-](OC(C)=O)(OC(C)=O)OC(C)=O.[Na+].C(O)(=O)C. (6) Given the product [F:1][C:2]1[CH:7]=[C:6]([C:8]2[CH:16]=[C:15]3[C:11]([C:12]([C:17]4[NH:18][C:19]5[CH2:24][CH2:23][N:22]([CH2:38][C:37]6[CH:40]=[CH:41][C:34]([O:33][CH3:32])=[CH:35][CH:36]=6)[CH2:21][C:20]=5[N:25]=4)=[N:13][NH:14]3)=[CH:10][CH:9]=2)[C:5]([CH2:26][C:27]([F:28])([F:29])[F:30])=[CH:4][C:3]=1[OH:31], predict the reactants needed to synthesize it. The reactants are: [F:1][C:2]1[CH:7]=[C:6]([C:8]2[CH:16]=[C:15]3[C:11]([C:12]([C:17]4[NH:18][C:19]5[CH2:24][CH2:23][NH:22][CH2:21][C:20]=5[N:25]=4)=[N:13][NH:14]3)=[CH:10][CH:9]=2)[C:5]([CH2:26][C:27]([F:30])([F:29])[F:28])=[CH:4][C:3]=1[OH:31].[CH3:32][O:33][C:34]1[CH:41]=[CH:40][C:37]([CH:38]=O)=[CH:36][CH:35]=1.